This data is from Forward reaction prediction with 1.9M reactions from USPTO patents (1976-2016). The task is: Predict the product of the given reaction. Given the reactants [NH2:1][C:2]1[CH:7]=[C:6]([C:8]2[CH:13]=[CH:12][CH:11]=[CH:10][C:9]=2[C:14]([F:17])([F:16])[F:15])[N:5]=[C:4]([Cl:18])[C:3]=1[NH:19][C:20]([C:22]1[O:26][N:25]=[C:24]([C:27]([CH3:30])([CH3:29])[CH3:28])[CH:23]=1)=O.O, predict the reaction product. The product is: [C:27]([C:24]1[CH:23]=[C:22]([C:20]2[NH:19][C:3]3[C:4]([Cl:18])=[N:5][C:6]([C:8]4[CH:13]=[CH:12][CH:11]=[CH:10][C:9]=4[C:14]([F:17])([F:16])[F:15])=[CH:7][C:2]=3[N:1]=2)[O:26][N:25]=1)([CH3:30])([CH3:29])[CH3:28].